Task: Regression. Given a peptide amino acid sequence and an MHC pseudo amino acid sequence, predict their binding affinity value. This is MHC class I binding data.. Dataset: Peptide-MHC class I binding affinity with 185,985 pairs from IEDB/IMGT (1) The peptide sequence is GRGPIRFVL. The MHC is HLA-A02:11 with pseudo-sequence HLA-A02:11. The binding affinity (normalized) is 0.0847. (2) The peptide sequence is RGYVFQGL. The MHC is H-2-Kb with pseudo-sequence H-2-Kb. The binding affinity (normalized) is 0.607. (3) The peptide sequence is LPEAYQWHI. The MHC is HLA-B51:01 with pseudo-sequence HLA-B51:01. The binding affinity (normalized) is 0.429. (4) The peptide sequence is KAYKIISLK. The MHC is HLA-A25:01 with pseudo-sequence HLA-A25:01. The binding affinity (normalized) is 0.0847. (5) The peptide sequence is NVQSLIKFI. The MHC is HLA-A02:03 with pseudo-sequence HLA-A02:03. The binding affinity (normalized) is 0.196.